This data is from Forward reaction prediction with 1.9M reactions from USPTO patents (1976-2016). The task is: Predict the product of the given reaction. (1) Given the reactants [F:1][C:2]1[CH:9]=[CH:8][C:5]([CH2:6][NH2:7])=[CH:4][CH:3]=1.[Cl:10][C:11]1[CH:12]=[C:13]([N:19]2[C:23]([CH3:24])=[C:22]([C:25](Cl)=[O:26])[C:21]([CH3:28])=[N:20]2)[CH:14]=[CH:15][C:16]=1[C:17]#[N:18].O, predict the reaction product. The product is: [Cl:10][C:11]1[CH:12]=[C:13]([N:19]2[C:23]([CH3:24])=[C:22]([C:25]([NH:7][CH2:6][C:5]3[CH:8]=[CH:9][C:2]([F:1])=[CH:3][CH:4]=3)=[O:26])[C:21]([CH3:28])=[N:20]2)[CH:14]=[CH:15][C:16]=1[C:17]#[N:18]. (2) The product is: [Cl:24][CH:7]([C:9]1[CH:14]=[CH:13][C:12]([Cl:15])=[CH:11][CH:10]=1)[C:4]1[CH:5]=[CH:6][C:1]([C:16]2[CH:21]=[CH:20][CH:19]=[CH:18][CH:17]=2)=[CH:2][CH:3]=1. Given the reactants [C:1]1([C:16]2[CH:21]=[CH:20][CH:19]=[CH:18][CH:17]=2)[CH:6]=[CH:5][C:4]([CH:7]([C:9]2[CH:14]=[CH:13][C:12]([Cl:15])=[CH:11][CH:10]=2)O)=[CH:3][CH:2]=1.S(Cl)([Cl:24])=O, predict the reaction product. (3) Given the reactants [NH2:1][C:2]1[S:3][C:4]([S:10]([N:13]2[CH2:18][CH2:17][O:16][CH2:15][CH2:14]2)(=[O:12])=[O:11])=[CH:5][C:6]=1[C:7]([NH2:9])=[O:8].N1C=CC=CC=1.[OH:25][C:26]1[CH:34]=[CH:33][CH:32]=[CH:31][C:27]=1[C:28](Cl)=[O:29], predict the reaction product. The product is: [OH:25][C:26]1[CH:34]=[CH:33][CH:32]=[CH:31][C:27]=1[C:28]([NH:1][C:2]1[S:3][C:4]([S:10]([N:13]2[CH2:14][CH2:15][O:16][CH2:17][CH2:18]2)(=[O:12])=[O:11])=[CH:5][C:6]=1[C:7]([NH2:9])=[O:8])=[O:29]. (4) Given the reactants [C:1]([O:5][CH2:6][CH2:7][CH2:8][CH3:9])(=[O:4])[CH:2]=[CH2:3].[CH3:10]O, predict the reaction product. The product is: [C:1]([O:5][CH3:6])(=[O:4])[C:2]([CH3:10])=[CH2:3].[C:1]([O:5][CH2:6][CH2:7][CH2:8][CH3:9])(=[O:4])[CH:2]=[CH2:3].[C:1]([O:5][CH3:6])(=[O:4])[C:2]([CH3:10])=[CH2:3]. (5) Given the reactants [C:1]([O:5][C:6]([C:8]1[CH:13]=[CH:12][CH:11]=[CH:10][C:9]=1[N:14]1[C:18](=[O:19])[C:17]2([CH2:24][CH2:23][N:22](C(OCC3C=CC=CC=3)=O)[CH2:21][CH2:20]2)[N:16]([C:35]2[CH:40]=[CH:39][CH:38]=[CH:37][CH:36]=2)[CH2:15]1)=[O:7])([CH3:4])([CH3:3])[CH3:2], predict the reaction product. The product is: [O:19]=[C:18]1[C:17]2([CH2:20][CH2:21][NH:22][CH2:23][CH2:24]2)[N:16]([C:35]2[CH:36]=[CH:37][CH:38]=[CH:39][CH:40]=2)[CH2:15][N:14]1[C:9]1[CH:10]=[CH:11][CH:12]=[CH:13][C:8]=1[C:6]([O:5][C:1]([CH3:2])([CH3:3])[CH3:4])=[O:7].